This data is from Forward reaction prediction with 1.9M reactions from USPTO patents (1976-2016). The task is: Predict the product of the given reaction. Given the reactants [NH2:1][C@@H:2]1[CH2:7][CH2:6][CH2:5][CH2:4][C@H:3]1[NH2:8].[O-]S([O-])(=O)=O.[Na+].[Na+].[CH3:16][C:17]([CH3:21])([CH3:20])[CH:18]=O, predict the reaction product. The product is: [CH3:16][C:17]([CH3:21])([CH3:20])[CH:18]=[N:1][CH:2]1[CH2:7][CH2:6][CH2:5][CH2:4][CH:3]1[N:8]=[CH:16][C:17]([CH3:21])([CH3:20])[CH3:18].